Dataset: Reaction yield outcomes from USPTO patents with 853,638 reactions. Task: Predict the reaction yield, written as a fraction of the theoretical maximum amount of product (1.0 means a 100% yield; for example, 0.34 means a 34% yield). (1) The reactants are [C:1]([NH:11][CH2:12][CH2:13][C:14]([OH:16])=[O:15])([O:3][CH2:4][C:5]1[CH:10]=[CH:9][CH:8]=[CH:7][CH:6]=1)=[O:2].BrCC(O[C:22]([CH3:25])([CH3:24])[CH3:23])=[O:20].C([O-])([O-])=O.[K+].[K+]. The catalyst is CC(C)=O. The product is [C:14]([OH:16])(=[O:15])[CH2:13][OH:20].[C:22]([N:11]([C:1]([O:3][CH2:4][C:5]1[CH:10]=[CH:9][CH:8]=[CH:7][CH:6]=1)=[O:2])[CH2:12][CH2:13][C:14]([OH:16])=[O:15])([CH3:25])([CH3:24])[CH3:23]. The yield is 0.990. (2) The product is [Si:1]([O:18][CH2:19][CH2:20][N:21]([CH2:52][CH2:53][O:102][Si:85]([C:98]([CH3:101])([CH3:100])[CH3:99])([C:92]1[CH:93]=[CH:94][CH:95]=[CH:96][CH:97]=1)[C:86]1[CH:91]=[CH:90][CH:89]=[CH:88][CH:87]=1)[C:22](=[O:51])[CH2:23][C@@H:24]([NH:33][C:34]1[CH:39]=[CH:38][C:37]([S:40](=[O:42])(=[O:43])[NH2:41])=[CH:36][C:35]=1[S:44]([C:47]([F:50])([F:48])[F:49])(=[O:46])=[O:45])[CH2:25][S:26][C:27]1[CH:32]=[CH:31][CH:30]=[CH:29][CH:28]=1)([C:14]([CH3:15])([CH3:16])[CH3:17])([C:2]1[CH:7]=[CH:6][CH:5]=[CH:4][CH:3]=1)[C:8]1[CH:9]=[CH:10][CH:11]=[CH:12][CH:13]=1. No catalyst specified. The reactants are [Si:1]([O:18][CH2:19][CH2:20][N:21]([CH2:52][CH3:53])[C:22](=[O:51])[CH2:23][C@@H:24]([NH:33][C:34]1[CH:39]=[CH:38][C:37]([S:40](=[O:43])(=[O:42])[NH2:41])=[CH:36][C:35]=1[S:44]([C:47]([F:50])([F:49])[F:48])(=[O:46])=[O:45])[CH2:25][S:26][C:27]1[CH:32]=[CH:31][CH:30]=[CH:29][CH:28]=1)([C:14]([CH3:17])([CH3:16])[CH3:15])([C:8]1[CH:13]=[CH:12][CH:11]=[CH:10][CH:9]=1)[C:2]1[CH:7]=[CH:6][CH:5]=[CH:4][CH:3]=1.C1(SC[C@H](NC2C=CC(S(=O)(=O)N)=CC=2S(C(F)(F)F)(=O)=O)CC(O)=O)C=CC=CC=1.[Si:85]([O:102]CCNCC[O:102][Si:85]([C:98]([CH3:99])([CH3:101])[CH3:100])([C:92]1[CH:93]=[CH:94][CH:95]=[CH:96][CH:97]=1)[C:86]1[CH:91]=[CH:90][CH:89]=[CH:88][CH:87]=1)([C:98]([CH3:101])([CH3:100])[CH3:99])([C:92]1[CH:97]=[CH:96][CH:95]=[CH:94][CH:93]=1)[C:86]1[CH:91]=[CH:90][CH:89]=[CH:88][CH:87]=1. The yield is 0.830. (3) The reactants are [CH3:1][N:2]1[C:7](=[O:8])[C:6]([NH:9][C:10]2[CH:15]=[CH:14][C:13]([N:16]3[CH2:21][CH2:20][N:19]([CH:22]4[CH2:25][O:24][CH2:23]4)[CH2:18][CH2:17]3)=[CH:12][N:11]=2)=[CH:5][C:4]([C:26]2[C:31]([CH:32]=[O:33])=[C:30]([N:34]3[C:46](=[O:47])[C:38]4=[CH:39][N:40]5[C:45]([CH2:44][CH2:43][CH2:42][CH2:41]5)=[C:37]4[CH:36]=[N:35]3)[N:29]=[CH:28][CH:27]=2)=[CH:3]1.[BH4-].[Na+]. The catalyst is CO. The product is [OH:33][CH2:32][C:31]1[C:30]([N:34]2[C:46](=[O:47])[C:38]3=[CH:39][N:40]4[C:45]([CH2:44][CH2:43][CH2:42][CH2:41]4)=[C:37]3[CH:36]=[N:35]2)=[N:29][CH:28]=[CH:27][C:26]=1[C:4]1[CH:5]=[C:6]([NH:9][C:10]2[CH:15]=[CH:14][C:13]([N:16]3[CH2:17][CH2:18][N:19]([CH:22]4[CH2:25][O:24][CH2:23]4)[CH2:20][CH2:21]3)=[CH:12][N:11]=2)[C:7](=[O:8])[N:2]([CH3:1])[CH:3]=1. The yield is 0.430. (4) The reactants are [CH2:1]([S:3]([C:6]1[CH:13]=[CH:12][C:11]([N+:14]([O-])=O)=[CH:10][C:7]=1[C:8]#[N:9])(=[O:5])=[O:4])[CH3:2]. The catalyst is C(O)(=O)C.[Fe]. The product is [NH2:14][C:11]1[CH:12]=[CH:13][C:6]([S:3]([CH2:1][CH3:2])(=[O:5])=[O:4])=[C:7]([CH:10]=1)[C:8]#[N:9]. The yield is 0.930.